From a dataset of Reaction yield outcomes from USPTO patents with 853,638 reactions. Predict the reaction yield, written as a fraction of the theoretical maximum amount of product (1.0 means a 100% yield; for example, 0.34 means a 34% yield). (1) The reactants are [CH2:1]([O:3][C@@H:4]1[CH2:8][N:7]([C:9](=[O:19])[C@H:10]([CH:16]([CH3:18])[CH3:17])[NH:11][C:12]([O:14][CH3:15])=[O:13])[C@H:6]([C:20]2[NH:24][C:23]3[C:25]4[C:30]([CH:31]=[CH:32][C:22]=3[N:21]=2)=[CH:29][C:28]2[C:33]3[C:38]([CH2:39][O:40][C:27]=2[CH:26]=4)=[CH:37][C:36]([C:41]2[NH:45][C:44]([C@@H:46]4[CH2:50][CH2:49][CH2:48][N:47]4[C:51](OC(C)(C)C)=[O:52])=[N:43][CH:42]=2)=[CH:35][CH:34]=3)[CH2:5]1)[CH3:2].Cl.[CH3:59][O:60][C:61]([NH:63][C@H:64]([C:68]1[CH:73]=[CH:72][CH:71]=[CH:70][CH:69]=1)C(O)=O)=[O:62].CCN(C(C)C)C(C)C.CCOC(C(C#N)=NOC(N1CCOCC1)=[N+](C)C)=O.F[P-](F)(F)(F)(F)F. The catalyst is C(Cl)Cl.CO.CN(C=O)C. The product is [CH2:1]([O:3][C@@H:4]1[CH2:8][N:7]([C:9](=[O:19])[C@@H:10]([NH:11][C:12]([O:14][CH3:15])=[O:13])[CH:16]([CH3:18])[CH3:17])[C@H:6]([C:20]2[NH:24][C:23]3[C:25]4[C:30]([CH:31]=[CH:32][C:22]=3[N:21]=2)=[CH:29][C:28]2[C:33]3[C:38]([CH2:39][O:40][C:27]=2[CH:26]=4)=[CH:37][C:36]([C:41]2[NH:45][C:44]([C@@H:46]4[CH2:50][CH2:49][CH2:48][N:47]4[C:51](=[O:52])[C@H:64]([NH:63][C:61](=[O:62])[O:60][CH3:59])[C:68]4[CH:73]=[CH:72][CH:71]=[CH:70][CH:69]=4)=[N:43][CH:42]=2)=[CH:35][CH:34]=3)[CH2:5]1)[CH3:2]. The yield is 0.180. (2) The reactants are [C:1]([N:8]1[CH2:13][CH2:12][CH:11]([C:14]([OH:16])=O)[CH2:10][CH2:9]1)([O:3][C:4]([CH3:7])([CH3:6])[CH3:5])=[O:2].C1(N=C=NC2CCCCC2)CCCCC1.ON1C2N=CC=CC=2N=N1.[F:42][C:43]1[CH:56]=[CH:55][C:46]([O:47][C:48]2[CH:49]=[C:50]([NH2:54])[CH:51]=[CH:52][CH:53]=2)=[CH:45][CH:44]=1. The catalyst is C(OCC)(=O)C.CN(C)C=O. The product is [C:4]([O:3][C:1]([N:8]1[CH2:9][CH2:10][CH:11]([C:14](=[O:16])[NH:54][C:50]2[CH:51]=[CH:52][CH:53]=[C:48]([O:47][C:46]3[CH:55]=[CH:56][C:43]([F:42])=[CH:44][CH:45]=3)[CH:49]=2)[CH2:12][CH2:13]1)=[O:2])([CH3:5])([CH3:6])[CH3:7]. The yield is 0.860. (3) The reactants are [O:1]1[CH2:6][CH2:5][O:4][C:3]2[CH:7]=[C:8]([OH:11])[CH:9]=[CH:10][C:2]1=2.C([Mg]Cl)(C)C.[Br:17][C:18]1[CH:19]=[C:20]2[C:24](=[CH:25][CH:26]=1)[N:23]([CH2:27][C:28]1[CH:33]=[CH:32][CH:31]=[CH:30][N:29]=1)[C:22](=[O:34])[C:21]2=[O:35].[Cl-].[NH4+]. The catalyst is ClCCl. The product is [Br:17][C:18]1[CH:19]=[C:20]2[C:24](=[CH:25][CH:26]=1)[N:23]([CH2:27][C:28]1[CH:33]=[CH:32][CH:31]=[CH:30][N:29]=1)[C:22](=[O:34])[C:21]2([OH:35])[C:9]1[C:8]([OH:11])=[CH:7][C:3]2[O:4][CH2:5][CH2:6][O:1][C:2]=2[CH:10]=1. The yield is 0.980. (4) The reactants are C([CH2:5][C:6]([NH2:8])=[O:7])C1OC1.[C:9]([NH:13][C:14]1[CH:19]=[CH:18][C:17]([N:20]2[CH2:25][CH2:24][O:23][CH2:22][CH2:21]2)=[C:16]([F:26])[CH:15]=1)([O:11]C)=O.[CH3:27][C:28](C)([O-:30])[CH3:29].[Li+]. The catalyst is C1COCC1. The product is [F:26][C:16]1[CH:15]=[C:14]([N:13]2[CH2:27][CH:28]([CH2:29][NH:8][C:6](=[O:7])[CH3:5])[O:30][C:9]2=[O:11])[CH:19]=[CH:18][C:17]=1[N:20]1[CH2:25][CH2:24][O:23][CH2:22][CH2:21]1. The yield is 0.800. (5) The reactants are C([Si](C1C=CC=CC=1)(C1C=CC=CC=1)[O:6][CH:7]1[C:11]([CH3:13])([CH3:12])[CH2:10][N:9]([C:14]2[CH:19]=[CH:18][C:17]([C:20]#[C:21][C:22]3[CH:27]=[CH:26][CH:25]=[CH:24][CH:23]=3)=[CH:16][N:15]=2)[C:8]1=[O:28])(C)(C)C.CCCC[N+](CCCC)(CCCC)CCCC.[F-]. The catalyst is C1COCC1. The product is [OH:6][CH:7]1[C:11]([CH3:13])([CH3:12])[CH2:10][N:9]([C:14]2[CH:19]=[CH:18][C:17]([C:20]#[C:21][C:22]3[CH:27]=[CH:26][CH:25]=[CH:24][CH:23]=3)=[CH:16][N:15]=2)[C:8]1=[O:28]. The yield is 0.780. (6) The reactants are [CH3:1][O:2][C:3]1[CH:4]=[C:5]([NH:11][C:12]2[C:13]([NH:22][S:23]([C:26]3[CH:27]=[N:28][CH:29]=[CH:30][CH:31]=3)(=[O:25])=[O:24])=[N:14][C:15]3[C:20]([N:21]=2)=[CH:19][CH:18]=[CH:17][CH:16]=3)[CH:6]=[C:7]([O:9][CH3:10])[CH:8]=1.CS(C)=[O:34].[OH-].[Na+].Cl. The catalyst is O. The product is [CH3:10][O:9][C:7]1[CH:6]=[C:5]([NH:11][C:12]2[C:13]([NH:22][S:23]([C:26]3[CH:31]=[CH:30][C:29](=[O:34])[NH:28][CH:27]=3)(=[O:24])=[O:25])=[N:14][C:15]3[C:20]([N:21]=2)=[CH:19][CH:18]=[CH:17][CH:16]=3)[CH:4]=[C:3]([O:2][CH3:1])[CH:8]=1. The yield is 0.900. (7) The catalyst is CN(C=O)C. The reactants are Cl.[O:2]=[C:3]1[NH:12][C:11]2[N:10]=[CH:9][C:8](/[CH:13]=[CH:14]/[C:15]([OH:17])=O)=[CH:7][C:6]=2[CH2:5][CH2:4]1.BrC1C=[C:21]2[C:26](=[N:27][CH:28]=1)NC(=O)CC2.C1C=CC2N(O)N=NC=2C=1.CCN(C(C)C)C(C)C.N1CCC1.CCN=C=NCCCN(C)C. The yield is 0.620. The product is [N:27]1([C:15](=[O:17])/[CH:14]=[CH:13]/[C:8]2[CH:7]=[C:6]3[C:11](=[N:10][CH:9]=2)[NH:12][C:3](=[O:2])[CH2:4][CH2:5]3)[CH2:26][CH2:21][CH2:28]1.